This data is from Forward reaction prediction with 1.9M reactions from USPTO patents (1976-2016). The task is: Predict the product of the given reaction. Given the reactants Br[C:2]1[CH:3]=[C:4]2[C:8](=[CH:9][CH:10]=1)[N:7]([CH2:11][C:12]1[CH:17]=[CH:16][C:15]([CH3:18])=[CH:14][CH:13]=1)[CH:6]=[CH:5]2.[C:19]1(B(O)O)[CH:24]=[CH:23][CH:22]=[CH:21][CH:20]=1.C(=O)([O-])[O-].[K+].[K+].C(Cl)Cl, predict the reaction product. The product is: [CH3:18][C:15]1[CH:16]=[CH:17][C:12]([CH2:11][N:7]2[C:8]3[C:4](=[CH:3][C:2]([C:19]4[CH:24]=[CH:23][CH:22]=[CH:21][CH:20]=4)=[CH:10][CH:9]=3)[CH:5]=[CH:6]2)=[CH:13][CH:14]=1.